Dataset: Full USPTO retrosynthesis dataset with 1.9M reactions from patents (1976-2016). Task: Predict the reactants needed to synthesize the given product. (1) The reactants are: Br[C:2]1[CH:7]=[CH:6][C:5]([CH3:8])=[CH:4][C:3]=1[Cl:9].[C:10]([N:17]1[CH2:22][CH2:21][NH:20][CH2:19][CH2:18]1)([O:12][C:13]([CH3:16])([CH3:15])[CH3:14])=[O:11].CC(C)([O-])C.[Na+].C1(C)C=CC=CC=1. Given the product [C:13]([O:12][C:10]([N:17]1[CH2:22][CH2:21][N:20]([C:2]2[CH:7]=[CH:6][C:5]([CH3:8])=[CH:4][C:3]=2[Cl:9])[CH2:19][CH2:18]1)=[O:11])([CH3:16])([CH3:14])[CH3:15], predict the reactants needed to synthesize it. (2) The reactants are: [F:1][C:2]1([F:17])[O:6][C:5]2[CH:7]=[CH:8][C:9]([C:11]3([C:14]([OH:16])=O)[CH2:13][CH2:12]3)=[CH:10][C:4]=2[O:3]1.CN(C(ON1N=NC2C=CC=NC1=2)=[N+](C)C)C.F[P-](F)(F)(F)(F)F.[NH2:42][C@H:43]1[C:52]2[C:47](=[CH:48][C:49]([C:53]([F:56])([F:55])[F:54])=[CH:50][CH:51]=2)[O:46][C@@H:45]([CH:57]2[CH2:62][CH2:61][CH2:60][CH:59]([C:63]([O:65][CH3:66])=[O:64])[CH2:58]2)[CH2:44]1.C(N(C(C)C)C(C)C)C. Given the product [F:17][C:2]1([F:1])[O:6][C:5]2[CH:7]=[CH:8][C:9]([C:11]3([C:14]([NH:42][C@H:43]4[C:52]5[C:47](=[CH:48][C:49]([C:53]([F:55])([F:56])[F:54])=[CH:50][CH:51]=5)[O:46][C@@H:45]([CH:57]5[CH2:62][CH2:61][CH2:60][CH:59]([C:63]([O:65][CH3:66])=[O:64])[CH2:58]5)[CH2:44]4)=[O:16])[CH2:12][CH2:13]3)=[CH:10][C:4]=2[O:3]1, predict the reactants needed to synthesize it. (3) Given the product [Br:20][C:17]1[CH:18]=[CH:19][C:14](/[CH:13]=[CH:12]/[C:4]2[CH:5]=[C:6]([CH:10]=[CH:11][C:3]=2[O:2][CH3:1])[C:7]([NH:21][CH:22]([CH2:25][OH:26])[CH2:23][OH:24])=[O:9])=[CH:15][CH:16]=1, predict the reactants needed to synthesize it. The reactants are: [CH3:1][O:2][C:3]1[CH:11]=[CH:10][C:6]([C:7]([OH:9])=O)=[CH:5][C:4]=1/[CH:12]=[CH:13]/[C:14]1[CH:19]=[CH:18][C:17]([Br:20])=[CH:16][CH:15]=1.[NH2:21][CH:22]([CH2:25][OH:26])[CH2:23][OH:24].